From a dataset of Catalyst prediction with 721,799 reactions and 888 catalyst types from USPTO. Predict which catalyst facilitates the given reaction. (1) Reactant: C(OC(=O)[NH:7][CH2:8][C:9]1[CH:14]=[CH:13][C:12]([Cl:15])=[C:11]([NH:16][C:17]2[NH:21][C:20]3[CH:22]=[C:23]([N:27]4[CH2:33][CH2:32][C:29]5([CH2:31][CH2:30]5)[CH2:28]4)[C:24]([Cl:26])=[CH:25][C:19]=3[N:18]=2)[CH:10]=1)(C)(C)C.Cl. Product: [CH2:30]1[C:29]2([CH2:32][CH2:33][N:27]([C:23]3[C:24]([Cl:26])=[CH:25][C:19]4[N:18]=[C:17]([NH:16][C:11]5[CH:10]=[C:9]([CH:14]=[CH:13][C:12]=5[Cl:15])[CH2:8][NH2:7])[NH:21][C:20]=4[CH:22]=3)[CH2:28]2)[CH2:31]1. The catalyst class is: 1. (2) Reactant: [CH3:1][N:2]1[CH:6]=[N:5][N:4]=[C:3]1[NH2:7].[Li]CCCC.[Cl:13][C:14]1[C:22]([S:23][CH3:24])=[C:21]([Cl:25])[CH:20]=[C:19]([F:26])[C:15]=1[C:16](Cl)=[O:17]. Product: [Cl:13][C:14]1[C:22]([S:23][CH3:24])=[C:21]([Cl:25])[CH:20]=[C:19]([F:26])[C:15]=1[C:16]([NH:7][C:3]1[N:2]([CH3:1])[CH:6]=[N:5][N:4]=1)=[O:17]. The catalyst class is: 1. (3) Reactant: [CH3:1][O:2][C:3]1[CH:4]=[C:5]([CH:21]=[CH:22][C:23]=1[O:24][CH2:25][C:26]1[N:27]=[C:28]([C:32]2[CH:37]=[CH:36][CH:35]=[CH:34][CH:33]=2)[S:29][C:30]=1[CH3:31])[CH2:6][O:7][C:8]1[C:12]([CH:13]=O)=[CH:11][N:10]([C:15]2[CH:20]=[CH:19][CH:18]=[CH:17][CH:16]=2)[N:9]=1.[CH2:38]([P:47](=[O:54])([O:51][CH2:52][CH3:53])[O:48][CH2:49][CH3:50])P(=O)(OCC)OCC.CN(C)C=O.[H-].[Na+]. Product: [CH3:1][O:2][C:3]1[CH:4]=[C:5]([CH:21]=[CH:22][C:23]=1[O:24][CH2:25][C:26]1[N:27]=[C:28]([C:32]2[CH:37]=[CH:36][CH:35]=[CH:34][CH:33]=2)[S:29][C:30]=1[CH3:31])[CH2:6][O:7][C:8]1[C:12](/[CH:13]=[CH:38]/[P:47](=[O:54])([O:48][CH2:49][CH3:50])[O:51][CH2:52][CH3:53])=[CH:11][N:10]([C:15]2[CH:16]=[CH:17][CH:18]=[CH:19][CH:20]=2)[N:9]=1. The catalyst class is: 6.